This data is from Forward reaction prediction with 1.9M reactions from USPTO patents (1976-2016). The task is: Predict the product of the given reaction. (1) Given the reactants [OH:1][C:2]1[CH:3]=[C:4]([C:15]([O:17][CH3:18])=[O:16])[CH:5]=[C:6]([C:8]2[CH:13]=[CH:12][C:11]([CH3:14])=[CH:10][CH:9]=2)[CH:7]=1.C(=O)([O-])[O-].[K+].[K+].Br[C:26]1[S:27][CH:28]=[CH:29][N:30]=1.CS(C)=O, predict the reaction product. The product is: [CH3:14][C:11]1[CH:10]=[CH:9][C:8]([C:6]2[CH:7]=[C:2]([O:1][C:26]3[S:27][CH:28]=[CH:29][N:30]=3)[CH:3]=[C:4]([C:15]([O:17][CH3:18])=[O:16])[CH:5]=2)=[CH:13][CH:12]=1. (2) Given the reactants [Cl:1][C:2]1[C:3]([O:12][C:13]2[CH:18]=[C:17]([O:19][CH2:20][CH2:21][O:22][CH3:23])[CH:16]=[CH:15][C:14]=2[CH2:24][CH2:25][C:26](O)=[O:27])=[N:4][CH:5]=[C:6]([C:8]([F:11])([F:10])[F:9])[CH:7]=1.[CH2:29]([N:35]([CH3:40])[S:36]([NH2:39])(=[O:38])=[O:37])[CH2:30][CH2:31][CH2:32][CH2:33][CH3:34].N12CCCN=C1CCCCC2.Cl, predict the reaction product. The product is: [Cl:1][C:2]1[C:3]([O:12][C:13]2[CH:18]=[C:17]([O:19][CH2:20][CH2:21][O:22][CH3:23])[CH:16]=[CH:15][C:14]=2[CH2:24][CH2:25][C:26]([NH:39][S:36]([N:35]([CH2:29][CH2:30][CH2:31][CH2:32][CH2:33][CH3:34])[CH3:40])(=[O:38])=[O:37])=[O:27])=[N:4][CH:5]=[C:6]([C:8]([F:11])([F:10])[F:9])[CH:7]=1.